Task: Predict the reactants needed to synthesize the given product.. Dataset: Retrosynthesis with 50K atom-mapped reactions and 10 reaction types from USPTO (1) Given the product Cc1cc(C#N)cc(C(=O)Nc2cccc(Cl)c2)n1, predict the reactants needed to synthesize it. The reactants are: CCOC(=O)c1cc(C#N)cc(C)n1.Nc1cccc(Cl)c1. (2) Given the product CC(C)(C)OC(=O)N1CCN(c2ncc(Nc3c(C(=O)C4CC4)cnc4ccc(Br)cc34)cn2)CC1, predict the reactants needed to synthesize it. The reactants are: CC(C)(C)OC(=O)N1CCN(c2ncc(N)cn2)CC1.O=C(c1cnc2ccc(Br)cc2c1Cl)C1CC1. (3) Given the product CC(C)(C)OC(=O)Nc1cc(N2CCCC2)c(C(F)(F)F)cc1N, predict the reactants needed to synthesize it. The reactants are: CC(C)(C)OC(=O)Nc1cc(N2CCCC2)c(C(F)(F)F)cc1[N+](=O)[O-]. (4) Given the product CCc1cnc(NN)nc1, predict the reactants needed to synthesize it. The reactants are: CCc1cnc(Cl)nc1.NN.